Dataset: Catalyst prediction with 721,799 reactions and 888 catalyst types from USPTO. Task: Predict which catalyst facilitates the given reaction. (1) Reactant: [CH3:1][C:2]([N:6]1[CH2:10][CH2:9][CH2:8][CH2:7]1)([CH3:5])[CH2:3][OH:4].[H-].[Na+].Cl[C:14]1[CH:19]=[CH:18][C:17]([N+:20]([O-:22])=[O:21])=[CH:16][C:15]=1[O:23][CH3:24]. Product: [CH3:24][O:23][C:15]1[CH:16]=[C:17]([N+:20]([O-:22])=[O:21])[CH:18]=[CH:19][C:14]=1[O:4][CH2:3][C:2]([N:6]1[CH2:10][CH2:9][CH2:8][CH2:7]1)([CH3:5])[CH3:1]. The catalyst class is: 31. (2) Reactant: [F:1][C:2]([F:29])([F:28])[C:3]1[CH:23]=[C:22]([C:24]([F:27])([F:26])[F:25])[CH:21]=[CH:20][C:4]=1[CH2:5][O:6][C:7]1[CH:16]=[C:15]2[C:10]([CH:11]=[C:12]([CH2:17]O)[CH2:13][O:14]2)=[C:9]([F:19])[CH:8]=1.[Br-:30].[Br-].C1(P(C2C=CC=CC=2)C2C=CC=CC=2)C=CC=CC=1. Product: [F:1][C:2]([F:29])([F:28])[C:3]1[CH:23]=[C:22]([C:24]([F:27])([F:26])[F:25])[CH:21]=[CH:20][C:4]=1[CH2:5][O:6][C:7]1[CH:16]=[C:15]2[C:10]([CH:11]=[C:12]([CH2:17][Br:30])[CH2:13][O:14]2)=[C:9]([F:19])[CH:8]=1. The catalyst class is: 23.